Dataset: Forward reaction prediction with 1.9M reactions from USPTO patents (1976-2016). Task: Predict the product of the given reaction. Given the reactants [CH:1]#[C:2][CH:3]([OH:5])C.CCN(CC)CC.[CH3:13][S:14](Cl)(=[O:16])=[O:15].[C:18]([O-])(O)=O.[Na+], predict the reaction product. The product is: [CH2:3]([O:5][S:14]([CH3:13])(=[O:16])=[O:15])[CH2:2][C:1]#[CH:18].